This data is from Reaction yield outcomes from USPTO patents with 853,638 reactions. The task is: Predict the reaction yield, written as a fraction of the theoretical maximum amount of product (1.0 means a 100% yield; for example, 0.34 means a 34% yield). (1) The reactants are [CH3:1][NH:2][C:3]1([C:6]([O:8][CH3:9])=[O:7])[CH2:5][CH2:4]1.C1C=CC2N(O)N=NC=2C=1.CN1CCOCC1.[C:27]1([CH2:33][O:34][C:35]([NH:37][CH2:38][C:39](O)=[O:40])=[O:36])[CH:32]=[CH:31][CH:30]=[CH:29][CH:28]=1.CCN=C=NCCCN(C)C. The catalyst is C(Cl)Cl. The product is [CH3:1][N:2]([C:39](=[O:40])[CH2:38][NH:37][C:35]([O:34][CH2:33][C:27]1[CH:28]=[CH:29][CH:30]=[CH:31][CH:32]=1)=[O:36])[C:3]1([C:6]([O:8][CH3:9])=[O:7])[CH2:5][CH2:4]1. The yield is 0.970. (2) The reactants are [Br:1][C:2]1[CH:3](O)[CH2:4][CH2:5][CH:6]=1.C[O:9][C:10](OC)([N:12]([CH3:14])[CH3:13])[CH3:11]. The catalyst is C1(C)C=CC=C(C)C=1. The product is [Br:1][C:2]1[CH:3]([CH2:11][C:10]([N:12]([CH3:14])[CH3:13])=[O:9])[CH2:4][CH2:5][CH:6]=1. The yield is 0.630.